Dataset: Full USPTO retrosynthesis dataset with 1.9M reactions from patents (1976-2016). Task: Predict the reactants needed to synthesize the given product. (1) Given the product [C:39]([O:31][CH2:30][N:27]1[C:28]2[C:23](=[CH:22][CH:21]=[C:20]([O:19][CH2:18][CH2:17][CH2:16][CH2:15][N:12]3[CH2:13][CH2:14][N:9]([C:3]4[CH:4]=[CH:5][CH:6]=[C:7]([Cl:8])[C:2]=4[Cl:1])[CH2:10][CH2:11]3)[CH:29]=2)[CH2:24][CH2:25][C:26]1=[O:32])(=[O:43])[CH2:40][CH2:41][CH3:42], predict the reactants needed to synthesize it. The reactants are: [Cl:1][C:2]1[C:7]([Cl:8])=[CH:6][CH:5]=[CH:4][C:3]=1[N:9]1[CH2:14][CH2:13][N:12]([CH2:15][CH2:16][CH2:17][CH2:18][O:19][C:20]2[CH:29]=[C:28]3[C:23]([CH2:24][CH2:25][C:26](=[O:32])[N:27]3[CH2:30][OH:31])=[CH:22][CH:21]=2)[CH2:11][CH2:10]1.N1C=CC=CC=1.[C:39](Cl)(=[O:43])[CH2:40][CH2:41][CH3:42]. (2) Given the product [CH2:26]([O:28][C:29](=[O:49])[CH2:30][S:31][C:32]1[CH:37]=[CH:36][C:35]([O:38][CH2:39][CH2:40][C@@H:41]([O:7][C:8]2[C:13]([C:14](=[O:15])[C:16]3[CH:21]=[CH:20][CH:19]=[CH:18][CH:17]=3)=[CH:12][C:11]([C:22]([F:23])([F:25])[F:24])=[CH:10][N:9]=2)[CH3:42])=[CH:34][C:33]=1[CH3:48])[CH3:27].[C:14]([C:13]1[C:8]([O:43][C@@H:41]([CH3:42])[CH2:40][CH2:39][O:38][C:35]2[CH:36]=[CH:37][C:32]([S:31][CH2:30][C:29]([OH:28])=[O:49])=[C:33]([CH3:48])[CH:34]=2)=[N:9][CH:10]=[C:11]([C:22]([F:25])([F:23])[F:24])[CH:12]=1)(=[O:15])[C:16]1[CH:17]=[CH:18][CH:19]=[CH:20][CH:21]=1, predict the reactants needed to synthesize it. The reactants are: C(=O)([O-])[O-].[Cs+].[Cs+].[OH:7][C:8]1[C:13]([C:14]([C:16]2[CH:21]=[CH:20][CH:19]=[CH:18][CH:17]=2)=[O:15])=[CH:12][C:11]([C:22]([F:25])([F:24])[F:23])=[CH:10][N:9]=1.[CH2:26]([O:28][C:29](=[O:49])[CH2:30][S:31][C:32]1[CH:37]=[CH:36][C:35]([O:38][CH2:39][CH2:40][C@@H:41]([O:43]S(C)(=O)=O)[CH3:42])=[CH:34][C:33]=1[CH3:48])[CH3:27].C(OC(=O)C)C. (3) Given the product [Cl:23][C:22]1[C:14]([N:11]2[CH2:10][CH2:9][N:8]([C:6]([O:5][C:1]([CH3:4])([CH3:2])[CH3:3])=[O:7])[CH2:13][CH2:12]2)=[N:15][CH:16]=[C:17]([C:18]([O:20][CH:30]([CH3:31])[CH3:29])=[O:19])[CH:21]=1, predict the reactants needed to synthesize it. The reactants are: [C:1]([O:5][C:6]([N:8]1[CH2:13][CH2:12][N:11]([C:14]2[C:22]([Cl:23])=[CH:21][C:17]([C:18]([OH:20])=[O:19])=[CH:16][N:15]=2)[CH2:10][CH2:9]1)=[O:7])([CH3:4])([CH3:3])[CH3:2].CCN=C=N[CH2:29][CH2:30][CH2:31]N(C)C.C1C=CC2N(O)N=NC=2C=1.C(O)(C)C.CCN(C(C)C)C(C)C.